This data is from Catalyst prediction with 721,799 reactions and 888 catalyst types from USPTO. The task is: Predict which catalyst facilitates the given reaction. Reactant: [N:1]([C:4]1[C:9]([Cl:10])=[CH:8][N:7]=[CH:6][C:5]=1/[CH:11]=[N:12]/[C:13]1[C:20]([Cl:21])=[CH:19][C:16]([C:17]#[N:18])=[CH:15][C:14]=1[Cl:22])=[N+]=[N-]. Product: [Cl:22][C:14]1[CH:15]=[C:16]([CH:19]=[C:20]([Cl:21])[C:13]=1[N:12]1[CH:11]=[C:5]2[CH:6]=[N:7][CH:8]=[C:9]([Cl:10])[C:4]2=[N:1]1)[C:17]#[N:18]. The catalyst class is: 11.